This data is from Reaction yield outcomes from USPTO patents with 853,638 reactions. The task is: Predict the reaction yield, written as a fraction of the theoretical maximum amount of product (1.0 means a 100% yield; for example, 0.34 means a 34% yield). No catalyst specified. The reactants are [F:1][C:2]1[CH:7]=[CH:6][C:5]([C:8]2[C:12]([CH2:13][O:14][C:15]3[CH:23]=[CH:22][C:18]([C:19]([OH:21])=O)=[CH:17][N:16]=3)=[C:11]([CH3:24])[O:10][N:9]=2)=[CH:4][CH:3]=1.[CH:25]1([CH2:28][NH2:29])[CH2:27][CH2:26]1. The yield is 0.650. The product is [CH:25]1([CH2:28][NH:29][C:19](=[O:21])[C:18]2[CH:22]=[CH:23][C:15]([O:14][CH2:13][C:12]3[C:8]([C:5]4[CH:4]=[CH:3][C:2]([F:1])=[CH:7][CH:6]=4)=[N:9][O:10][C:11]=3[CH3:24])=[N:16][CH:17]=2)[CH2:27][CH2:26]1.